Predict which catalyst facilitates the given reaction. From a dataset of Catalyst prediction with 721,799 reactions and 888 catalyst types from USPTO. (1) Reactant: [NH:1]([C:6]([O:8][CH2:9][CH:10]1[C:22]2[C:17](=[CH:18][CH:19]=[CH:20][CH:21]=2)[C:16]2[C:11]1=[CH:12][CH:13]=[CH:14][CH:15]=2)=[O:7])[CH2:2][C:3]([OH:5])=[O:4].N(C(OCC=C)=O)CC(O)=O.N1CCCCC1.CN(C(ON1N=NC2C=CC=CC1=2)=[N+](C)C)C.[B-](F)(F)(F)F.C(C(C1C(OC)=C(C=C([N+]([O-])=O)C=1)OCCCC(O)=O)CN)(OCC1C2C(=CC=CC=2)C2C1=CC=CC=2)=O.NCC(O)=O. Product: [C:6]([NH:1][CH2:2][C:3]([OH:5])=[O:4])([O:8][CH2:9][CH:10]1[C:11]2[C:16](=[CH:15][CH:14]=[CH:13][CH:12]=2)[C:17]2[C:22]1=[CH:21][CH:20]=[CH:19][CH:18]=2)=[O:7]. The catalyst class is: 3. (2) Reactant: [Br:1][C:2]1[CH:7]=[CH:6][CH:5]=[CH:4][C:3]=1[OH:8].C(=O)([O-])[O-].[K+].[K+].[C:15]([O:19][C:20]([N:22]1[CH2:27][CH2:26][CH:25](OS(C)(=O)=O)[CH2:24][CH2:23]1)=[O:21])([CH3:18])([CH3:17])[CH3:16]. Product: [C:15]([O:19][C:20]([N:22]1[CH2:27][CH2:26][CH:25]([O:8][C:3]2[CH:4]=[CH:5][CH:6]=[CH:7][C:2]=2[Br:1])[CH2:24][CH2:23]1)=[O:21])([CH3:18])([CH3:16])[CH3:17]. The catalyst class is: 18. (3) Reactant: [CH3:1][O:2][CH2:3][CH2:4][N:5]([CH3:21])[C:6]1[N:11]=[CH:10][C:9](B2OC(C)(C)C(C)(C)O2)=[CH:8][N:7]=1.[C:22]([O:26][C:27]([N:29]1[CH2:34][CH2:33][N:32]([C:35]2[NH:36][C:37]([C:42]3[CH:47]=[CH:46][N:45]=[C:44](Cl)[CH:43]=3)=[CH:38][C:39]=2[C:40]#[N:41])[CH2:31][CH2:30]1)=[O:28])([CH3:25])([CH3:24])[CH3:23]. Product: [C:22]([O:26][C:27]([N:29]1[CH2:30][CH2:31][N:32]([C:35]2[NH:36][C:37]([C:42]3[CH:47]=[CH:46][N:45]=[C:44]([C:9]4[CH:10]=[N:11][C:6]([N:5]([CH2:4][CH2:3][O:2][CH3:1])[CH3:21])=[N:7][CH:8]=4)[CH:43]=3)=[CH:38][C:39]=2[C:40]#[N:41])[CH2:33][CH2:34]1)=[O:28])([CH3:25])([CH3:23])[CH3:24]. The catalyst class is: 259.